Regression. Given a peptide amino acid sequence and an MHC pseudo amino acid sequence, predict their binding affinity value. This is MHC class I binding data. From a dataset of Peptide-MHC class I binding affinity with 185,985 pairs from IEDB/IMGT. (1) The peptide sequence is GNQLLIAIL. The MHC is Mamu-A70103 with pseudo-sequence Mamu-A70103. The binding affinity (normalized) is 0.0847. (2) The peptide sequence is KPFKYAAAF. The MHC is Mamu-A2201 with pseudo-sequence Mamu-A2201. The binding affinity (normalized) is 1.00. (3) The peptide sequence is KFKRKLMYV. The MHC is HLA-A02:11 with pseudo-sequence HLA-A02:11. The binding affinity (normalized) is 0.0847. (4) The peptide sequence is CTNDIYCDEI. The MHC is Mamu-B17 with pseudo-sequence Mamu-B17. The binding affinity (normalized) is 0.